Dataset: NCI-60 drug combinations with 297,098 pairs across 59 cell lines. Task: Regression. Given two drug SMILES strings and cell line genomic features, predict the synergy score measuring deviation from expected non-interaction effect. (1) Drug 1: CN1CCC(CC1)COC2=C(C=C3C(=C2)N=CN=C3NC4=C(C=C(C=C4)Br)F)OC. Drug 2: C1C(C(OC1N2C=C(C(=O)NC2=O)F)CO)O. Cell line: SF-268. Synergy scores: CSS=12.2, Synergy_ZIP=-9.07, Synergy_Bliss=-13.4, Synergy_Loewe=-28.2, Synergy_HSA=-15.6. (2) Synergy scores: CSS=-4.14, Synergy_ZIP=1.25, Synergy_Bliss=0.654, Synergy_Loewe=-12.9, Synergy_HSA=-5.64. Drug 1: COC1=NC(=NC2=C1N=CN2C3C(C(C(O3)CO)O)O)N. Cell line: HOP-92. Drug 2: CC1CCC2CC(C(=CC=CC=CC(CC(C(=O)C(C(C(=CC(C(=O)CC(OC(=O)C3CCCCN3C(=O)C(=O)C1(O2)O)C(C)CC4CCC(C(C4)OC)O)C)C)O)OC)C)C)C)OC. (3) Drug 1: CCC(=C(C1=CC=CC=C1)C2=CC=C(C=C2)OCCN(C)C)C3=CC=CC=C3.C(C(=O)O)C(CC(=O)O)(C(=O)O)O. Drug 2: C#CCC(CC1=CN=C2C(=N1)C(=NC(=N2)N)N)C3=CC=C(C=C3)C(=O)NC(CCC(=O)O)C(=O)O. Cell line: SF-268. Synergy scores: CSS=22.0, Synergy_ZIP=0.455, Synergy_Bliss=0.0851, Synergy_Loewe=-5.66, Synergy_HSA=1.10. (4) Drug 1: CC1=C(C=C(C=C1)NC(=O)C2=CC=C(C=C2)CN3CCN(CC3)C)NC4=NC=CC(=N4)C5=CN=CC=C5. Drug 2: C(CN)CNCCSP(=O)(O)O. Cell line: SF-268. Synergy scores: CSS=3.23, Synergy_ZIP=0.0920, Synergy_Bliss=0.965, Synergy_Loewe=-1.24, Synergy_HSA=0.172. (5) Drug 1: C1CCN(CC1)CCOC2=CC=C(C=C2)C(=O)C3=C(SC4=C3C=CC(=C4)O)C5=CC=C(C=C5)O. Drug 2: CCCCCOC(=O)NC1=NC(=O)N(C=C1F)C2C(C(C(O2)C)O)O. Cell line: A549. Synergy scores: CSS=-6.20, Synergy_ZIP=3.75, Synergy_Bliss=0.259, Synergy_Loewe=-3.13, Synergy_HSA=-5.34. (6) Drug 1: C1=NC2=C(N=C(N=C2N1C3C(C(C(O3)CO)O)O)F)N. Drug 2: CN(CCCl)CCCl.Cl. Cell line: OVCAR-5. Synergy scores: CSS=10.1, Synergy_ZIP=-4.97, Synergy_Bliss=1.30, Synergy_Loewe=-2.91, Synergy_HSA=0.828. (7) Drug 1: CCCS(=O)(=O)NC1=C(C(=C(C=C1)F)C(=O)C2=CNC3=C2C=C(C=N3)C4=CC=C(C=C4)Cl)F. Drug 2: CC1=C(N=C(N=C1N)C(CC(=O)N)NCC(C(=O)N)N)C(=O)NC(C(C2=CN=CN2)OC3C(C(C(C(O3)CO)O)O)OC4C(C(C(C(O4)CO)O)OC(=O)N)O)C(=O)NC(C)C(C(C)C(=O)NC(C(C)O)C(=O)NCCC5=NC(=CS5)C6=NC(=CS6)C(=O)NCCC[S+](C)C)O. Cell line: OVCAR-8. Synergy scores: CSS=5.40, Synergy_ZIP=-3.81, Synergy_Bliss=-4.11, Synergy_Loewe=-19.9, Synergy_HSA=-6.10.